Dataset: Reaction yield outcomes from USPTO patents with 853,638 reactions. Task: Predict the reaction yield, written as a fraction of the theoretical maximum amount of product (1.0 means a 100% yield; for example, 0.34 means a 34% yield). The reactants are Br[C:2]1[C:3]([O:16][C:17]2[N:25]=[C:24]3[C:20]([N:21]([CH:26]4[CH2:31][CH2:30][CH2:29][CH2:28][O:27]4)[CH:22]=[N:23]3)=[CH:19][N:18]=2)=[C:4]2[C:9](=[CH:10][CH:11]=1)[N:8]([C:12](=[O:14])[CH3:13])[C@@H:7]([CH3:15])[CH2:6][CH2:5]2.C(=O)([O-])[O-].[K+].[K+].[CH:38]1([N:41]2[CH:45]=[C:44](B3OC(C)(C)C(C)(C)O3)[CH:43]=[N:42]2)[CH2:40][CH2:39]1.O1CCOCC1. The catalyst is C1C=CC(P(C2C=CC=CC=2)[C-]2C=CC=C2)=CC=1.C1C=CC(P(C2C=CC=CC=2)[C-]2C=CC=C2)=CC=1.Cl[Pd]Cl.[Fe+2].O. The product is [CH:38]1([N:41]2[CH:45]=[C:44]([C:2]3[C:3]([O:16][C:17]4[N:25]=[C:24]5[C:20]([N:21]([CH:26]6[CH2:31][CH2:30][CH2:29][CH2:28][O:27]6)[CH:22]=[N:23]5)=[CH:19][N:18]=4)=[C:4]4[C:9](=[CH:10][CH:11]=3)[N:8]([C:12](=[O:14])[CH3:13])[C@@H:7]([CH3:15])[CH2:6][CH2:5]4)[CH:43]=[N:42]2)[CH2:40][CH2:39]1. The yield is 0.710.